From a dataset of Catalyst prediction with 721,799 reactions and 888 catalyst types from USPTO. Predict which catalyst facilitates the given reaction. (1) Reactant: [C:1]([O:5][C:6]([N:8]1[C:12]2[CH:13]=[CH:14][CH:15]=[CH:16][C:11]=2[N:10]=[C:9]1Cl)=[O:7])([CH3:4])([CH3:3])[CH3:2].[N:18]12[CH2:26][CH2:25][CH:22]([CH2:23][CH2:24]1)[NH:21][CH2:20][CH2:19]2.C1(P(C2C=CC=CC=2)C2C=CC3C(=CC=CC=3)C=2C2C3C(=CC=CC=3)C=CC=2P(C2C=CC=CC=2)C2C=CC=CC=2)C=CC=CC=1.CC(C)([O-])C.[Na+]. Product: [C:1]([O:5][C:6]([N:8]1[C:12]2[CH:13]=[CH:14][CH:15]=[CH:16][C:11]=2[N:10]=[C:9]1[CH:19]1[CH2:20][NH:21][CH:22]2[CH2:25][CH2:26][N:18]1[CH2:24][CH2:23]2)=[O:7])([CH3:4])([CH3:3])[CH3:2]. The catalyst class is: 187. (2) The catalyst class is: 7. Product: [C:2]([S:10][S:10][C:2](=[S:9])[C:3]1[CH:8]=[CH:7][CH:6]=[CH:5][CH:4]=1)(=[S:9])[C:3]1[CH:8]=[CH:7][CH:6]=[CH:5][CH:4]=1. Reactant: [Na].[C:2]([SH:10])(=[S:9])[C:3]1[CH:8]=[CH:7][CH:6]=[CH:5][CH:4]=1.[K+].I[I-]I. (3) Reactant: [CH3:1][S:2]([C:5]1[CH:6]=[CH:7][C:8]([CH2:11][O:12][CH2:13][C@@H:14]2[CH2:16][C@@H:15]2[CH:17]2[CH2:22][CH2:21][N:20](C(OC(C)(C)C)=O)[CH2:19][CH2:18]2)=[N:9][CH:10]=1)(=[O:4])=[O:3].FC(F)(F)C(O)=O.N. Product: [CH3:1][S:2]([C:5]1[CH:6]=[CH:7][C:8]([CH2:11][O:12][CH2:13][C@@H:14]2[CH2:16][C@@H:15]2[CH:17]2[CH2:22][CH2:21][NH:20][CH2:19][CH2:18]2)=[N:9][CH:10]=1)(=[O:3])=[O:4]. The catalyst class is: 98. (4) Reactant: [CH3:1][NH:2][C:3](=[O:18])[C:4]1[CH:9]=[CH:8][CH:7]=[C:6]([C:10]2[C:15]([Cl:16])=[CH:14][CH:13]=[CH:12][C:11]=2[Cl:17])[CH:5]=1.[N+:19]([O-])([OH:21])=[O:20].C(OCC)(=O)C. Product: [CH3:1][NH:2][C:3](=[O:18])[C:4]1[CH:9]=[CH:8][CH:7]=[C:6]([C:10]2[C:11]([Cl:17])=[CH:12][CH:13]=[C:14]([N+:19]([O-:21])=[O:20])[C:15]=2[Cl:16])[CH:5]=1. The catalyst class is: 65. (5) Reactant: [CH3:1][CH2:2]OC(/N=N/C(OCC)=O)=O.[C:13]([O:17][C:18]([N:20]1[CH2:25][CH2:24][N:23]([C:26]2[C:27]([O:32]CCO)=[N:28][CH:29]=[CH:30][N:31]=2)[CH2:22][CH2:21]1)=[O:19])([CH3:16])([CH3:15])[CH3:14].[C:36]([C:38]1[CH:43]=[CH:42][C:41]([OH:44])=[CH:40][CH:39]=1)#[N:37].C1(P(C2C=CC=CC=2)C2C=CC=CC=2)C=CC=CC=1. Product: [C:36]([C:38]1[CH:43]=[CH:42][C:41]([O:44][CH2:1][CH2:2][N:28]2[CH:29]=[CH:30][N:31]=[C:26]([N:23]3[CH2:22][CH2:21][N:20]([C:18]([O:17][C:13]([CH3:16])([CH3:15])[CH3:14])=[O:19])[CH2:25][CH2:24]3)[C:27]2=[O:32])=[CH:40][CH:39]=1)#[N:37]. The catalyst class is: 4.